Dataset: Retrosynthesis with 50K atom-mapped reactions and 10 reaction types from USPTO. Task: Predict the reactants needed to synthesize the given product. (1) Given the product CC(C)(C)NS(=O)(=O)c1ccc(-c2csc(N)n2)cc1, predict the reactants needed to synthesize it. The reactants are: CC(C)(C)NS(=O)(=O)c1ccc(C(=O)CBr)cc1.NC(N)=S. (2) Given the product COCCNC(=O)C(C)Oc1ccc(Oc2ccc(C(F)(F)F)cc2)cc1, predict the reactants needed to synthesize it. The reactants are: CC(Oc1ccc(Oc2ccc(C(F)(F)F)cc2)cc1)C(=O)Cl.COCCN. (3) Given the product CCN1CCN(c2ccc(Nc3cc(NC(=O)Nc4c(Cl)c(OC)cc(OC)c4Cl)ncn3)cc2)CC1, predict the reactants needed to synthesize it. The reactants are: CCN1CCN(c2ccc(Nc3cc(N)ncn3)cc2)CC1.COc1cc(OC)c(Cl)c(N=C=O)c1Cl. (4) Given the product Clc1cc(C2CCNCC2)cc(Cl)n1, predict the reactants needed to synthesize it. The reactants are: CC(C)(C)OC(=O)N1CCC(c2cc(Cl)nc(Cl)c2)CC1. (5) Given the product N#CCCC=C1CCCN(Cc2ccccc2)C1, predict the reactants needed to synthesize it. The reactants are: N#CCCC[P+](c1ccccc1)(c1ccccc1)c1ccccc1.O=C1CCCN(Cc2ccccc2)C1. (6) Given the product COc1cc(C)c2c(c1OC)CCC1C(=O)N(C)C(=O)C21, predict the reactants needed to synthesize it. The reactants are: CI.COc1cc(C)c2c(c1OC)CCC1C(=O)NC(=O)C21. (7) Given the product O=C(N[C@H]1CCC(=O)N2CCC[C@@H](C(=O)O)N2C1=O)c1ccccc1, predict the reactants needed to synthesize it. The reactants are: CC(C)(C)OC(=O)[C@@H]1CCCN2C(=O)CC[C@H](NC(=O)c3ccccc3)C(=O)N12. (8) Given the product Nc1ccc(Oc2ccnc(NC(=O)C3CC3)c2)cn1, predict the reactants needed to synthesize it. The reactants are: O=C(Nc1cc(Oc2ccc([N+](=O)[O-])nc2)ccn1)C1CC1. (9) Given the product Nc1nccn2c(C3CCC3)nc(C#Cc3ccccc3)c12, predict the reactants needed to synthesize it. The reactants are: C#Cc1ccccc1.Nc1nccn2c(C3CCC3)nc(I)c12. (10) Given the product CC(C)(C)OC(=O)N[C@@H](Cc1ccccc1)C(=O)N1CCC(O)CC1, predict the reactants needed to synthesize it. The reactants are: CC(C)(C)OC(=O)N[C@@H](Cc1ccccc1)C(=O)O.OC1CCNCC1.